This data is from Full USPTO retrosynthesis dataset with 1.9M reactions from patents (1976-2016). The task is: Predict the reactants needed to synthesize the given product. (1) The reactants are: [CH3:1][C:2]1[CH:3]=[C:4]([CH:10]=[CH:11][CH:12]=1)[CH:5]=[CH:6][C:7]([OH:9])=O.CCN=C=NCCCN(C)C.Cl.[NH2:25][C@H:26]1[C@H:31]([O:32][CH3:33])[O:30][C@H:29]([CH2:34][OH:35])[C@@H:28]([OH:36])[C@@H:27]1[OH:37]. Given the product [OH:37][C@H:27]1[C@H:28]([OH:36])[C@@H:29]([CH2:34][OH:35])[O:30][C@@H:31]([O:32][CH3:33])[C@@H:26]1[NH:25][C:7](=[O:9])/[CH:6]=[CH:5]/[C:4]1[CH:3]=[C:2]([CH3:1])[CH:12]=[CH:11][CH:10]=1, predict the reactants needed to synthesize it. (2) Given the product [N:37]([CH2:23][C@@H:19]1[C@H:18]([NH:17][C:15](=[O:16])/[C:14](=[N:25]\[O:26][C:27]([CH3:36])([CH3:35])[C:28]([O:30][C:31]([CH3:34])([CH3:33])[CH3:32])=[O:29])/[C:12]2[N:13]=[C:9]([NH:8][C:6]([O:5][C:1]([CH3:4])([CH3:3])[CH3:2])=[O:7])[S:10][CH:11]=2)[C:21](=[O:22])[NH:20]1)=[N+:38]=[N-:39], predict the reactants needed to synthesize it. The reactants are: [C:1]([O:5][C:6]([NH:8][C:9]1[S:10][CH:11]=[C:12](/[C:14](=[N:25]/[O:26][C:27]([CH3:36])([CH3:35])[C:28]([O:30][C:31]([CH3:34])([CH3:33])[CH3:32])=[O:29])/[C:15]([NH:17][C@@H:18]2[C:21](=[O:22])[NH:20][C@@H:19]2[CH2:23]I)=[O:16])[N:13]=1)=[O:7])([CH3:4])([CH3:3])[CH3:2].[N-:37]=[N+:38]=[N-:39].C([N+](CCCC)(CCCC)CCCC)CCC. (3) Given the product [C:1]([O:5][C:6](=[O:33])[NH:7][CH:8]1[CH2:13][CH2:12][CH:11]([NH:14][C:15]2[N:20]=[C:19]3[NH:21][N:22]=[C:23]([C:24]4[CH:29]=[CH:28][N:27]=[C:26]([NH:40][CH2:39][C:38]5[CH:41]=[CH:42][C:35]([Cl:34])=[CH:36][CH:37]=5)[N:25]=4)[C:18]3=[CH:17][N:16]=2)[CH2:10][CH2:9]1)([CH3:4])([CH3:3])[CH3:2], predict the reactants needed to synthesize it. The reactants are: [C:1]([O:5][C:6](=[O:33])[NH:7][CH:8]1[CH2:13][CH2:12][CH:11]([NH:14][C:15]2[N:20]=[C:19]3[NH:21][N:22]=[C:23]([C:24]4[CH:29]=[CH:28][N:27]=[C:26](S(C)=O)[N:25]=4)[C:18]3=[CH:17][N:16]=2)[CH2:10][CH2:9]1)([CH3:4])([CH3:3])[CH3:2].[Cl:34][C:35]1[CH:42]=[CH:41][C:38]([CH2:39][NH2:40])=[CH:37][CH:36]=1.